The task is: Predict which catalyst facilitates the given reaction.. This data is from Catalyst prediction with 721,799 reactions and 888 catalyst types from USPTO. (1) The catalyst class is: 7. Reactant: [Cl:1][C:2]1[NH:12][C:5]2[CH:6]=[N:7][N:8]([CH3:11])[C:9](=[O:10])[C:4]=2[N:3]=1.[C:13]1(P([C:13]2[CH:18]=CC=[CH:15][CH:14]=2)[C:13]2[CH:18]=CC=[CH:15][CH:14]=2)[CH:18]=CC=[CH:15][CH:14]=1.C(O)C#CC.C(OC(N=NC(OC(C)(C)C)=O)=O)(C)(C)C. Product: [CH2:18]([N:3]1[C:4]2[C:9](=[O:10])[N:8]([CH3:11])[N:7]=[CH:6][C:5]=2[N:12]=[C:2]1[Cl:1])[C:13]#[C:14][CH3:15]. (2) Reactant: [F:1][C:2]1[CH:7]=[CH:6][C:5]([CH:8](O)[CH3:9])=[CH:4][C:3]=1[N:11]1[CH2:16][CH2:15][O:14][CH2:13][CH2:12]1.[N-:17]=[N+:18]=[N-:19].C1CCN2C(=NCCC2)CC1. Product: [N:17]([CH:8]([C:5]1[CH:6]=[CH:7][C:2]([F:1])=[C:3]([N:11]2[CH2:16][CH2:15][O:14][CH2:13][CH2:12]2)[CH:4]=1)[CH3:9])=[N+:18]=[N-:19]. The catalyst class is: 133. (3) Reactant: [CH2:1]([O:3][C:4]1[CH:11]=[CH:10][CH:9]=[C:6]([CH:7]=O)[C:5]=1[OH:12])[CH3:2].[CH2:13]([O:15][CH:16]([O:19][CH2:20][CH3:21])[CH2:17][NH2:18])[CH3:14].O. Product: [CH2:13]([O:15][CH:16]([O:19][CH2:20][CH3:21])[CH2:17]/[N:18]=[CH:7]/[C:6]1[CH:9]=[CH:10][CH:11]=[C:4]([O:3][CH2:1][CH3:2])[C:5]=1[OH:12])[CH3:14]. The catalyst class is: 11. (4) Product: [CH:23]1([CH2:22][N:8]([CH:9]2[CH2:11][CH:10]2[C:12]2[CH:13]=[C:14]([C:15](=[O:17])[NH:32][CH:29]3[CH2:30][CH2:31][O:26][CH2:27][CH2:28]3)[CH:18]=[CH:19][C:20]=2[CH3:21])[C:6](=[O:7])[O:5][C:1]([CH3:4])([CH3:2])[CH3:3])[CH2:25][CH2:24]1. Reactant: [C:1]([O:5][C:6]([N:8]([CH2:22][CH:23]1[CH2:25][CH2:24]1)[C@@H:9]1[CH2:11][C@H:10]1[C:12]1[CH:13]=[C:14]([CH:18]=[CH:19][C:20]=1[CH3:21])[C:15]([OH:17])=O)=[O:7])([CH3:4])([CH3:3])[CH3:2].[O:26]1[CH2:31][CH2:30][CH:29]([NH2:32])[CH2:28][CH2:27]1.F[P-](F)(F)(F)(F)F.N1(OC(N(C)C)=[N+](C)C)C2N=CC=CC=2N=N1.C(=O)([O-])O.[Na+]. The catalyst class is: 338. (5) Reactant: [N+:1]([C:4]1[CH:9]=[C:8]([N+:10]([O-:12])=[O:11])[CH:7]=[CH:6][C:5]=1[CH2:13][C:14]([OH:16])=[O:15])([O-:3])=[O:2].CO.[CH3:19][Si](C=[N+]=[N-])(C)C. Product: [CH3:19][O:15][C:14](=[O:16])[CH2:13][C:5]1[CH:6]=[CH:7][C:8]([N+:10]([O-:12])=[O:11])=[CH:9][C:4]=1[N+:1]([O-:3])=[O:2]. The catalyst class is: 11. (6) Reactant: [Cl:1][C:2]1[CH:3]=[CH:4][C:5]([O:26][CH3:27])=[C:6]([CH:25]=1)[C:7](=S)/[N:8]=[C:9]1\[S:10][C:11]2[C:21]([CH3:23])([CH3:22])[O:20][CH2:19][CH2:18][C:12]=2[N:13]\1[CH2:14][CH:15]([CH3:17])[CH3:16].C(N(CC)CC)C.[N:35]#[C:36][NH2:37]. Product: [Cl:1][C:2]1[CH:3]=[CH:4][C:5]([O:26][CH3:27])=[C:6]([C:7](=[N:37][C:36]#[N:35])/[N:8]=[C:9]2\[S:10][C:11]3[C:21]([CH3:23])([CH3:22])[O:20][CH2:19][CH2:18][C:12]=3[N:13]\2[CH2:14][CH:15]([CH3:17])[CH3:16])[CH:25]=1. The catalyst class is: 10. (7) Reactant: [F:1][C:2]([F:21])([F:20])[C@@H:3]([OH:19])[CH2:4][N:5]1[CH2:11][CH2:10][C:9]2[CH:12]=[C:13]([N+:16]([O-])=O)[CH:14]=[CH:15][C:8]=2[CH2:7][CH2:6]1. Product: [NH2:16][C:13]1[CH:14]=[CH:15][C:8]2[CH2:7][CH2:6][N:5]([CH2:4][C@H:3]([OH:19])[C:2]([F:21])([F:1])[F:20])[CH2:11][CH2:10][C:9]=2[CH:12]=1. The catalyst class is: 19. (8) Reactant: [NH2:1][C:2]1[CH:3]=[C:4]2[C:9](=[C:10]([Cl:12])[CH:11]=1)[N:8]=[CH:7][C:6]([C:13]#[N:14])=[C:5]2[NH:15][C:16]1[CH:21]=[CH:20][C:19]([F:22])=[C:18]([Cl:23])[CH:17]=1.[N:24]1[N:28]2[CH:29]=[CH:30][CH:31]=[CH:32][C:27]2=[C:26]([CH:33]=O)[N:25]=1.[BH3-]C#N.[Na+]. Product: [N:24]1[N:28]2[CH:29]=[CH:30][CH:31]=[CH:32][C:27]2=[C:26]([CH2:33][NH:1][C:2]2[CH:3]=[C:4]3[C:9](=[C:10]([Cl:12])[CH:11]=2)[N:8]=[CH:7][C:6]([C:13]#[N:14])=[C:5]3[NH:15][C:16]2[CH:21]=[CH:20][C:19]([F:22])=[C:18]([Cl:23])[CH:17]=2)[N:25]=1. The catalyst class is: 14.